The task is: Predict the product of the given reaction.. This data is from Forward reaction prediction with 1.9M reactions from USPTO patents (1976-2016). (1) The product is: [Cl:1][C:2]1[CH:3]=[C:4]2[C:8](=[C:9]([NH:11][CH:12]3[CH2:16][CH2:15][CH2:14][CH2:13]3)[CH:10]=1)[NH:7][C:6]([C:17]1[S:18][CH2:19][C@@H:20]([CH2:22][CH2:23][N:35]3[CH2:34][CH2:33][N:32]([C:25]([O:27][C:28]([CH3:31])([CH3:30])[CH3:29])=[O:26])[CH2:37][CH2:36]3)[N:21]=1)=[CH:5]2. Given the reactants [Cl:1][C:2]1[CH:3]=[C:4]2[C:8](=[C:9]([NH:11][CH:12]3[CH2:16][CH2:15][CH2:14][CH2:13]3)[CH:10]=1)[NH:7][C:6]([C:17]1[S:18][CH2:19][C@@H:20]([CH2:22][CH2:23]O)[N:21]=1)=[CH:5]2.[C:25]([N:32]1[CH2:37][CH2:36][NH:35][CH2:34][CH2:33]1)([O:27][C:28]([CH3:31])([CH3:30])[CH3:29])=[O:26], predict the reaction product. (2) Given the reactants IC.[Cl:3][C:4]1[CH:9]=[CH:8][C:7]([CH:10]([C:18]2[CH:19]=[C:20]3[C:25](=[CH:26][CH:27]=2)[N:24]2[N:28]=[N:29][N:30]=[C:23]2[CH:22]=[C:21]3[C:31]2[CH:36]=[CH:35][CH:34]=[C:33]([Cl:37])[CH:32]=2)[C:11]2[N:12]([CH3:17])[C:13]([SH:16])=[N:14][N:15]=2)=[CH:6][CH:5]=1.[CH3:38]O[Na].CO.O, predict the reaction product. The product is: [Cl:37][C:33]1[CH:32]=[C:31]([C:21]2[C:20]3[C:25](=[CH:26][CH:27]=[C:18]([CH:10]([C:7]4[CH:8]=[CH:9][C:4]([Cl:3])=[CH:5][CH:6]=4)[C:11]4[N:12]([CH3:17])[C:13]([S:16][CH3:38])=[N:14][N:15]=4)[CH:19]=3)[N:24]3[N:28]=[N:29][N:30]=[C:23]3[CH:22]=2)[CH:36]=[CH:35][CH:34]=1. (3) Given the reactants [NH2:1][C:2]1[C:7]2=[C:8]([C:13]3[CH:18]=[CH:17][C:16]([NH:19][C:20]([NH:22][C:23]4[CH:28]=[CH:27][CH:26]=[C:25]([C:29]([F:32])([F:31])[F:30])[N:24]=4)=[O:21])=[CH:15][CH:14]=3)[CH:9]=[C:10]([CH:11]=O)[N:6]2[N:5]=[CH:4][N:3]=1.[F:33][C:34]([F:38])([F:37])[CH2:35][NH2:36].C(O[BH-](OC(=O)C)OC(=O)C)(=O)C.[Na+], predict the reaction product. The product is: [NH2:1][C:2]1[C:7]2=[C:8]([C:13]3[CH:18]=[CH:17][C:16]([NH:19][C:20]([NH:22][C:23]4[CH:28]=[CH:27][CH:26]=[C:25]([C:29]([F:32])([F:31])[F:30])[N:24]=4)=[O:21])=[CH:15][CH:14]=3)[CH:9]=[C:10]([CH2:11][NH:36][CH2:35][C:34]([F:38])([F:37])[F:33])[N:6]2[N:5]=[CH:4][N:3]=1. (4) Given the reactants [OH:1][C:2]1[CH:7]=[CH:6][C:5]([S:8][CH2:9][CH2:10][CH2:11][C:12]([OH:14])=O)=[CH:4][CH:3]=1.[F:15][C:16]1[CH:24]=[CH:23][CH:22]=[CH:21][C:17]=1[CH2:18][NH:19][CH3:20], predict the reaction product. The product is: [F:15][C:16]1[CH:24]=[CH:23][CH:22]=[CH:21][C:17]=1[CH2:18][N:19]([CH3:20])[C:12](=[O:14])[CH2:11][CH2:10][CH2:9][S:8][C:5]1[CH:4]=[CH:3][C:2]([OH:1])=[CH:7][CH:6]=1. (5) Given the reactants [Cl:1][C:2]1[CH:7]=[C:6]([Cl:8])[CH:5]=[CH:4][C:3]=1[C:9]1[N:14]2[N:15]=[C:16]([S:26][CH3:27])[C:17]([NH:18][C:19](=O)OC(C)(C)C)=[C:13]2[CH:12]=[CH:11][CH:10]=1.[H-].[Na+].I[CH2:31][CH2:32]C.Cl.C(OCC)(=O)C.[OH-].[Na+], predict the reaction product. The product is: [Cl:1][C:2]1[CH:7]=[C:6]([Cl:8])[CH:5]=[CH:4][C:3]=1[C:9]1[N:14]2[N:15]=[C:16]([S:26][CH3:27])[C:17]([NH:18][CH2:19][CH2:31][CH3:32])=[C:13]2[CH:12]=[CH:11][CH:10]=1.